From a dataset of Catalyst prediction with 721,799 reactions and 888 catalyst types from USPTO. Predict which catalyst facilitates the given reaction. (1) Reactant: [OH:1][CH2:2][CH:3]1[CH2:8][CH2:7][N:6]([C:9]2[CH:14]=[CH:13][C:12]([C:15]3[CH:20]=[CH:19][N:18]([CH2:21][CH2:22][C@:23]([S:35]([CH3:38])(=[O:37])=[O:36])([CH3:34])[C:24]([NH:26][O:27]C4CCCCO4)=[O:25])[C:17](=[O:39])[CH:16]=3)=[CH:11][CH:10]=2)[CH2:5][CH2:4]1.[ClH:40].O1CCOCC1. Product: [ClH:40].[OH:27][NH:26][C:24](=[O:25])[C@@:23]([S:35]([CH3:38])(=[O:37])=[O:36])([CH3:34])[CH2:22][CH2:21][N:18]1[CH:19]=[CH:20][C:15]([C:12]2[CH:11]=[CH:10][C:9]([N:6]3[CH2:7][CH2:8][CH:3]([CH2:2][OH:1])[CH2:4][CH2:5]3)=[CH:14][CH:13]=2)=[CH:16][C:17]1=[O:39]. The catalyst class is: 61. (2) The catalyst class is: 65. Reactant: [F:1][C:2]([F:14])([F:13])[C:3]1[CH:8]=[CH:7][C:6]([C:9]([F:12])([F:11])[F:10])=[CH:5][CH:4]=1.[N+:15]([O-])([OH:17])=[O:16]. Product: [N+:15]([C:5]1[CH:4]=[C:3]([C:2]([F:13])([F:14])[F:1])[CH:8]=[CH:7][C:6]=1[C:9]([F:10])([F:11])[F:12])([O-:17])=[O:16]. (3) Reactant: [F:1][C:2]1[N:7]=[CH:6][C:5]([C:8]2[CH2:12][N:11](C(OC(C)(C)C)=O)[C:10](=[O:20])[CH:9]=2)=[CH:4][CH:3]=1.C(O)(C(F)(F)F)=O. Product: [F:1][C:2]1[N:7]=[CH:6][C:5]([C:8]2[CH2:12][NH:11][C:10](=[O:20])[CH:9]=2)=[CH:4][CH:3]=1. The catalyst class is: 2. (4) Reactant: Br[C:2]1[CH:3]=[C:4]2[C:8](=[C:9]([C:11]([O:13][CH3:14])=[O:12])[CH:10]=1)[N:7]([CH2:15][CH:16]([O:19][CH3:20])[O:17][CH3:18])[N:6]=[CH:5]2.[C:21](=O)([O-])[O-].[K+].[K+].CB1OB(C)OB(C)O1.C(OCC)(=O)C. Product: [CH3:18][O:17][CH:16]([O:19][CH3:20])[CH2:15][N:7]1[C:8]2[C:4](=[CH:3][C:2]([CH3:21])=[CH:10][C:9]=2[C:11]([O:13][CH3:14])=[O:12])[CH:5]=[N:6]1. The catalyst class is: 128. (5) Reactant: [CH2:1]([CH:8]1[CH2:15][NH:14][C:13](=[O:16])[C:12]2[CH:17]=[CH:18][CH:19]=[CH:20][C:11]=2[CH2:10][N:9]1[S:21]([C:24]1[CH:29]=[CH:28][CH:27]=[CH:26][C:25]=1[O:30][CH3:31])(=[O:23])=[O:22])[C:2]1[CH:7]=[CH:6][CH:5]=[CH:4][CH:3]=1.[H-].[Na+].[CH3:34]I. Product: [CH2:1]([CH:8]1[CH2:15][N:14]([CH3:34])[C:13](=[O:16])[C:12]2[CH:17]=[CH:18][CH:19]=[CH:20][C:11]=2[CH2:10][N:9]1[S:21]([C:24]1[CH:29]=[CH:28][CH:27]=[CH:26][C:25]=1[O:30][CH3:31])(=[O:23])=[O:22])[C:2]1[CH:3]=[CH:4][CH:5]=[CH:6][CH:7]=1. The catalyst class is: 3.